From a dataset of Reaction yield outcomes from USPTO patents with 853,638 reactions. Predict the reaction yield, written as a fraction of the theoretical maximum amount of product (1.0 means a 100% yield; for example, 0.34 means a 34% yield). The reactants are C(O)(C(F)(F)F)=O.[CH:8]([S:11]([C:14]1[CH:19]=[CH:18][C:17]([C:20]2[N:25]=[C:24]([C:26]3[O:30][N:29]=[C:28]([C:31]4[CH:36]=[CH:35][C:34]([CH2:37][N:38](C)[C:39](=O)OC(C)(C)C)=[CH:33][CH:32]=4)[CH:27]=3)[CH:23]=[N:22][CH:21]=2)=[CH:16][CH:15]=1)(=[O:13])=[O:12])([CH3:10])[CH3:9]. The catalyst is C(Cl)Cl. The product is [CH:8]([S:11]([C:14]1[CH:15]=[CH:16][C:17]([C:20]2[N:25]=[C:24]([C:26]3[O:30][N:29]=[C:28]([C:31]4[CH:32]=[CH:33][C:34]([CH2:37][NH:38][CH3:39])=[CH:35][CH:36]=4)[CH:27]=3)[CH:23]=[N:22][CH:21]=2)=[CH:18][CH:19]=1)(=[O:12])=[O:13])([CH3:10])[CH3:9]. The yield is 0.660.